Dataset: Catalyst prediction with 721,799 reactions and 888 catalyst types from USPTO. Task: Predict which catalyst facilitates the given reaction. Reactant: C[O:2][C:3](=[O:33])[CH2:4][C:5]1[CH:9]=[C:8]([C:10]([C:12]2[CH:20]=[C:19]3[C:15]([CH:16]=[C:17]([C:21]4[CH:26]=[CH:25][CH:24]=[CH:23][CH:22]=4)[NH:18]3)=[CH:14][CH:13]=2)=[O:11])[S:7][C:6]=1[C:27]1[CH:32]=[CH:31][CH:30]=[CH:29][CH:28]=1.[OH-].[Na+]. Product: [C:27]1([C:6]2[S:7][C:8]([C:10]([C:12]3[CH:20]=[C:19]4[C:15]([CH:16]=[C:17]([C:21]5[CH:26]=[CH:25][CH:24]=[CH:23][CH:22]=5)[NH:18]4)=[CH:14][CH:13]=3)=[O:11])=[CH:9][C:5]=2[CH2:4][C:3]([OH:33])=[O:2])[CH:28]=[CH:29][CH:30]=[CH:31][CH:32]=1. The catalyst class is: 92.